From a dataset of Experimentally validated miRNA-target interactions with 360,000+ pairs, plus equal number of negative samples. Binary Classification. Given a miRNA mature sequence and a target amino acid sequence, predict their likelihood of interaction. (1) The miRNA is hsa-miR-3181 with sequence AUCGGGCCCUCGGCGCCGG. The protein sequence of the target gene is MKLIIGIGGVTNGGKTTLTNSLLKALPNCCVIHQDDFFKPQDQIAVGEDGFKQWDVLESLDMETMLSTVQAWVKDPHKFARAHGVSLQSGASDTHVLLLEGFLLYSYRPLVDLYSQRYFLTVPYEECKRRRRSRTYMVPDPPGLFDGHVWPMYQKYRREMEQDGVEVVYLDGMKSPEGLFHQVLEDIQNRLLNTS. Result: 0 (no interaction). (2) The miRNA is hsa-miR-4522 with sequence UGACUCUGCCUGUAGGCCGGU. The protein sequence of the target gene is MFQRLNKMFVGEVSSSSNQEPEFNEKEDDEWILVDFIDTCTGFSAEEEEEEEDISEESPTEHPSVFSCLPASLECLADTSDSCFLQFESCPMEESWFITPPPCFTAGGLTTIKVETSPMENLLIEHPSMSVYAVHNSCPGLSEATRGTDELHSPSSPRVEAQNEMGQHIHCYVAALAAHTTFLEQPKSFRPSQWIKEHSERQPLNRNSLRRQNLTRDCHPRQVKHNGWVVHQPCPRQYNY. Result: 1 (interaction). (3) The miRNA is hsa-miR-452-3p with sequence CUCAUCUGCAAAGAAGUAAGUG. The protein sequence of the target gene is MARSLCPGAWLRKPYYLQARFSYVRMKYLFFSWLVVFVGSWIIYVQYSTYTELCRGKDCKKIICDKYKTGVIDGPACNSLCVTETLYFGKCLSTKPNNQMYLGIWDNLPGVVKCQMEQALHLDFGTELEPRKEIVLFDKPTRGTTVQKFKEMVYSLFKAKLGDQGNLSELVNLILTVADGDKDGQVSLGEAKSAWALLQLNEFLLMVILQDKEHTPKLMGFCGDLYVMESVEYTSLYGISLPWVIELFIPSGFRRSMDQLFTPSWPRKAKIAIGLLEFVEDVFHGPYGNFLMCDTSAKNL.... Result: 0 (no interaction). (4) The miRNA is hsa-miR-1180-3p with sequence UUUCCGGCUCGCGUGGGUGUGU. The protein sequence of the target gene is MAAQSAPKVVLKSTTKMSLNERFTNMLKNKQPTPVNIRASMQQQQQLASARNRRLAQQMENRPSVQAALKLKQSLKQRLGKSNIQARLGRPIGALARGAIGGRGLPIIQRGLPRGGLRGGRATRTLLRGGMSLRGQNLLRGGRAVAPRMGLRRGGVRGRGGPGRGGLGRGAMGRGGIGGRGRGMIGRGRGGFGGRGRGRGRGRGALARPVLTKEQLDNQLDAYMSKTKGHLDAELDAYMAQTDPETND. Result: 0 (no interaction). (5) The miRNA is hsa-miR-325 with sequence CCUAGUAGGUGUCCAGUAAGUGU. The protein sequence of the target gene is MGKVWKQQMYPQYATYYYPQYLQAKQSLVPAHPMAPPSPSTTSSNNNSSSSSNSGWDQLSKTNLYIRGLPPHTTDQDLVKLCQPYGKIVSTKAILDKTTNKCKGYGFVDFDSPAAAQKAVSALKASGVQAQMAKQQEQDPTNLYISNLPLSMDEQELENMLKPFGQVISTRILRDSSGTSRGVGFARMESTEKCEAVIGHFNGKFIKTPPGVSAPTEPLLCKFADGGQKKRQNPNKYIPNGRPWHREGEVRLAGMTLTYDPTTAAIQNGFYPSPYSIATNRMITQTSITPYIASPVSAYQ.... Result: 1 (interaction).